This data is from NCI-60 drug combinations with 297,098 pairs across 59 cell lines. The task is: Regression. Given two drug SMILES strings and cell line genomic features, predict the synergy score measuring deviation from expected non-interaction effect. (1) Synergy scores: CSS=33.0, Synergy_ZIP=-6.50, Synergy_Bliss=-4.26, Synergy_Loewe=-18.8, Synergy_HSA=-2.46. Drug 2: C1CN(CCN1C(=O)CCBr)C(=O)CCBr. Cell line: HCT-15. Drug 1: C1=NC2=C(N1)C(=S)N=C(N2)N. (2) Drug 1: CCCCCOC(=O)NC1=NC(=O)N(C=C1F)C2C(C(C(O2)C)O)O. Drug 2: CC1=C(C(=CC=C1)Cl)NC(=O)C2=CN=C(S2)NC3=CC(=NC(=N3)C)N4CCN(CC4)CCO. Cell line: ACHN. Synergy scores: CSS=14.6, Synergy_ZIP=-1.33, Synergy_Bliss=5.57, Synergy_Loewe=-3.96, Synergy_HSA=3.91.